From a dataset of Forward reaction prediction with 1.9M reactions from USPTO patents (1976-2016). Predict the product of the given reaction. (1) Given the reactants [Cl:1][C:2]1[CH:3]=[C:4]([CH2:9][CH2:10][CH2:11][C:12](O)=[O:13])[CH:5]=[CH:6][C:7]=1[Cl:8].B.C1COCC1, predict the reaction product. The product is: [Cl:1][C:2]1[CH:3]=[C:4]([CH2:9][CH2:10][CH2:11][CH2:12][OH:13])[CH:5]=[CH:6][C:7]=1[Cl:8]. (2) Given the reactants [CH3:1][C:2]1([CH3:8])[CH:6]([NH2:7])[CH2:5][CH2:4][O:3]1.Cl[C:10]1[C:19]2[C:14](=[C:15]([O:22][CH3:23])[C:16]([O:20][CH3:21])=[CH:17][CH:18]=2)[N:13]=[CH:12][N:11]=1.CCN(C(C)C)C(C)C, predict the reaction product. The product is: [CH3:1][C:2]1([CH3:8])[CH:6]([NH:7][C:10]2[C:19]3[C:14](=[C:15]([O:22][CH3:23])[C:16]([O:20][CH3:21])=[CH:17][CH:18]=3)[N:13]=[CH:12][N:11]=2)[CH2:5][CH2:4][O:3]1. (3) The product is: [F:34][C:16]1([F:15])[CH2:17][CH2:18][CH:19]([O:22][C:23]2[C:24]3[C:31]([CH:32]=[CH:3][C:2]([NH2:1])=[O:12])=[CH:30][NH:29][C:25]=3[N:26]=[CH:27][N:28]=2)[CH2:20][CH2:21]1. Given the reactants [NH2:1][C:2](=[O:12])[CH2:3]P(=O)(OCC)OCC.[H-].[Na+].[F:15][C:16]1([F:34])[CH2:21][CH2:20][CH:19]([O:22][C:23]2[C:24]3[C:31]([CH:32]=O)=[CH:30][NH:29][C:25]=3[N:26]=[CH:27][N:28]=2)[CH2:18][CH2:17]1, predict the reaction product.